This data is from Reaction yield outcomes from USPTO patents with 853,638 reactions. The task is: Predict the reaction yield, written as a fraction of the theoretical maximum amount of product (1.0 means a 100% yield; for example, 0.34 means a 34% yield). The catalyst is O1CCOCC1.FC(F)(F)C([O-])=O.[Hg+2].FC(F)(F)C([O-])=O. The product is [CH3:14][C@@H:11]1[CH2:12][CH2:13][N:8]([C:6]([O:5][C:1]([CH3:3])([CH3:4])[CH3:2])=[O:7])[CH2:9][C@@H:10]1[C:15]1[N:19]2[C:20]3[CH:26]=[CH:25][N:24]([S:27]([C:30]4[CH:31]=[CH:32][C:33]([CH3:34])=[CH:35][CH:36]=4)(=[O:28])=[O:29])[C:21]=3[N:22]=[CH:23][C:18]2=[CH:17][N:16]=1. The yield is 0.790. The reactants are [C:1]([O:5][C:6]([N:8]1[CH2:13][CH2:12][C@@H:11]([CH3:14])[C@@H:10]([C:15](=O)[NH:16][CH2:17][C:18]2[N:19]=[C:20]3[CH:26]=[CH:25][N:24]([S:27]([C:30]4[CH:36]=[CH:35][C:33]([CH3:34])=[CH:32][CH:31]=4)(=[O:29])=[O:28])[C:21]3=[N:22][CH:23]=2)[CH2:9]1)=[O:7])([CH3:4])([CH3:3])[CH3:2].COC1C=CC(P2(SP(C3C=CC(OC)=CC=3)(=S)S2)=S)=CC=1.